This data is from Full USPTO retrosynthesis dataset with 1.9M reactions from patents (1976-2016). The task is: Predict the reactants needed to synthesize the given product. (1) Given the product [CH2:30]([N:85]([C:68]1[CH:69]=[C:70]2[C:75](=[C:66]([N:63]3[CH2:64][CH2:65][N:60]([CH2:53][C:54]4[CH:59]=[CH:58][CH:57]=[CH:56][CH:55]=4)[CH2:61][CH2:62]3)[CH:67]=1)[N:74]=[CH:73][CH:72]=[CH:71]2)[CH3:84])[C:29]1[CH:28]=[CH:23][CH:22]=[CH:21][CH:20]=1, predict the reactants needed to synthesize it. The reactants are: C([O-])([O-])=O.[Cs+].[Cs+].C1C=CC(P([C:20]2[C:29]([C:30]3C(P(C4C=CC=CC=4)C4C=CC=CC=4)=CC=C4C=3C=CC=C4)=[C:28]3[C:23](C=CC=C3)=[CH:22][CH:21]=2)C2C=CC=CC=2)=CC=1.[CH2:53]([N:60]1[CH2:65][CH2:64][N:63]([C:66]2[CH:67]=[C:68](Br)[CH:69]=[C:70]3[C:75]=2[N:74]=[CH:73][CH:72]=[CH:71]3)[CH2:62][CH2:61]1)[C:54]1[CH:59]=[CH:58][CH:57]=[CH:56][CH:55]=1.C([CH2:84][NH2:85])C1C=CC=CC=1. (2) Given the product [CH3:20][C:17]1[O:16][C:15]([NH:14][C:11]2[CH:10]=[CH:9][CH:8]=[C:7]3[C:12]=2[CH2:13][C:4](=[O:3])[CH2:5][CH2:6]3)=[N:19][CH:18]=1, predict the reactants needed to synthesize it. The reactants are: C([O:3][C:4]1[CH2:13][C:12]2[C:11]([NH:14][C:15]3[O:16][C:17]([CH3:20])=[CH:18][N:19]=3)=[CH:10][CH:9]=[CH:8][C:7]=2[CH2:6][CH:5]=1)C.C(OC1CC2C(NC3OC(C4C=CC(C(F)(F)F)=CC=4)=CN=3)=CC=CC=2CC=1)C.